From a dataset of Full USPTO retrosynthesis dataset with 1.9M reactions from patents (1976-2016). Predict the reactants needed to synthesize the given product. (1) Given the product [N:13]1[CH:12]=[CH:11][N:8]2[CH:9]=[CH:10][C:5]([CH2:3][OH:2])=[CH:6][C:7]=12, predict the reactants needed to synthesize it. The reactants are: C[O:2][C:3]([C:5]1[CH:10]=[CH:9][N:8]2[CH:11]=[CH:12][N:13]=[C:7]2[CH:6]=1)=O.[H-].[H-].[H-].[H-].[Li+].[Al+3].[OH-].[Na+]. (2) Given the product [N+:2]([C:5]1[CH:14]=[CH:13][CH:12]=[C:11]2[C:6]=1[CH:7]=[CH:8][C:9](=[O:16])[N:10]2[CH3:15])([O-:4])=[O:3], predict the reactants needed to synthesize it. The reactants are: [I-].[N+:2]([C:5]1[CH:14]=[CH:13][CH:12]=[C:11]2[C:6]=1[CH:7]=[CH:8][CH:9]=[N+:10]2[CH3:15])([O-:4])=[O:3].[OH2:16].